From a dataset of NCI-60 drug combinations with 297,098 pairs across 59 cell lines. Regression. Given two drug SMILES strings and cell line genomic features, predict the synergy score measuring deviation from expected non-interaction effect. (1) Drug 1: C1CN1C2=NC(=NC(=N2)N3CC3)N4CC4. Drug 2: C1CCC(C(C1)N)N.C(=O)(C(=O)[O-])[O-].[Pt+4]. Cell line: COLO 205. Synergy scores: CSS=61.2, Synergy_ZIP=0.934, Synergy_Bliss=-0.377, Synergy_Loewe=6.25, Synergy_HSA=9.03. (2) Drug 1: CC1=C(C=C(C=C1)NC(=O)C2=CC=C(C=C2)CN3CCN(CC3)C)NC4=NC=CC(=N4)C5=CN=CC=C5. Drug 2: CC1=C(C(=O)C2=C(C1=O)N3CC4C(C3(C2COC(=O)N)OC)N4)N. Cell line: HL-60(TB). Synergy scores: CSS=38.1, Synergy_ZIP=2.14, Synergy_Bliss=2.30, Synergy_Loewe=-44.5, Synergy_HSA=-1.19. (3) Drug 1: C1=CC(=CC=C1CC(C(=O)O)N)N(CCCl)CCCl.Cl. Drug 2: CCCCCOC(=O)NC1=NC(=O)N(C=C1F)C2C(C(C(O2)C)O)O. Cell line: UACC-257. Synergy scores: CSS=0.771, Synergy_ZIP=0.630, Synergy_Bliss=-0.695, Synergy_Loewe=-5.29, Synergy_HSA=-4.42.